This data is from Catalyst prediction with 721,799 reactions and 888 catalyst types from USPTO. The task is: Predict which catalyst facilitates the given reaction. Reactant: [N:1]1([C:23]([O:25][C:26]([CH3:29])([CH3:28])[CH3:27])=[O:24])[CH2:5][CH2:4][C:3]2([C:13]3[C:8](=[CH:9][CH:10]=[CH:11][CH:12]=3)[N:7]([C:14]([O:16][CH2:17][CH2:18][Si:19]([CH3:22])([CH3:21])[CH3:20])=[O:15])[CH2:6]2)[CH2:2]1.[Br:30]N1C(=O)CCC1=O.S([O-])([O-])(=O)=S.[Na+].[Na+]. The catalyst class is: 371. Product: [Br:30][C:11]1[CH:12]=[C:13]2[C:3]3([CH2:4][CH2:5][N:1]([C:23]([O:25][C:26]([CH3:29])([CH3:28])[CH3:27])=[O:24])[CH2:2]3)[CH2:6][N:7]([C:14]([O:16][CH2:17][CH2:18][Si:19]([CH3:22])([CH3:20])[CH3:21])=[O:15])[C:8]2=[CH:9][CH:10]=1.